This data is from Reaction yield outcomes from USPTO patents with 853,638 reactions. The task is: Predict the reaction yield, written as a fraction of the theoretical maximum amount of product (1.0 means a 100% yield; for example, 0.34 means a 34% yield). The reactants are [O:1]1[C:10]2[C:5](=[CH:6][CH:7]=[CH:8][CH:9]=2)[CH2:4][CH:3]([NH2:11])[CH2:2]1.C(N(CC)CC)C.[C:19](O[C:19](=[O:22])[CH2:20][CH3:21])(=[O:22])[CH2:20][CH3:21]. The catalyst is C1COCC1. The product is [O:1]1[C:10]2[C:5](=[CH:6][CH:7]=[CH:8][CH:9]=2)[CH2:4][CH:3]([NH:11][C:19](=[O:22])[CH2:20][CH3:21])[CH2:2]1. The yield is 0.780.